This data is from NCI-60 drug combinations with 297,098 pairs across 59 cell lines. The task is: Regression. Given two drug SMILES strings and cell line genomic features, predict the synergy score measuring deviation from expected non-interaction effect. Drug 1: C1=CN(C(=O)N=C1N)C2C(C(C(O2)CO)O)O.Cl. Drug 2: CNC(=O)C1=NC=CC(=C1)OC2=CC=C(C=C2)NC(=O)NC3=CC(=C(C=C3)Cl)C(F)(F)F. Cell line: K-562. Synergy scores: CSS=31.2, Synergy_ZIP=5.05, Synergy_Bliss=3.27, Synergy_Loewe=-29.0, Synergy_HSA=-2.42.